From a dataset of Peptide-MHC class II binding affinity with 134,281 pairs from IEDB. Regression. Given a peptide amino acid sequence and an MHC pseudo amino acid sequence, predict their binding affinity value. This is MHC class II binding data. (1) The peptide sequence is LVLKNLTNLVSANVP. The MHC is DRB1_0101 with pseudo-sequence DRB1_0101. The binding affinity (normalized) is 0.839. (2) The peptide sequence is GWLQIVDKIDAAFKI. The MHC is DRB1_0701 with pseudo-sequence DRB1_0701. The binding affinity (normalized) is 0.836. (3) The peptide sequence is LTPVTMAEVRLAAMFKK. The MHC is HLA-DQA10201-DQB10303 with pseudo-sequence HLA-DQA10201-DQB10303. The binding affinity (normalized) is 0.578. (4) The binding affinity (normalized) is 0.0720. The peptide sequence is PFTVRYTTEGGTKGE. The MHC is HLA-DPA10301-DPB10402 with pseudo-sequence HLA-DPA10301-DPB10402. (5) The peptide sequence is EEDIEIIPIQEKEY. The MHC is HLA-DPA10201-DPB10501 with pseudo-sequence HLA-DPA10201-DPB10501. The binding affinity (normalized) is 0.370. (6) The peptide sequence is TEYIMKGVYINTALL. The MHC is DRB3_0101 with pseudo-sequence DRB3_0101. The binding affinity (normalized) is 0.250. (7) The peptide sequence is NGILKKLSSIKSKSR. The MHC is HLA-DQA10501-DQB10301 with pseudo-sequence HLA-DQA10501-DQB10301. The binding affinity (normalized) is 0.240.